From a dataset of Catalyst prediction with 721,799 reactions and 888 catalyst types from USPTO. Predict which catalyst facilitates the given reaction. Reactant: Cl.[O:2]([NH2:4])[CH3:3].[Cl:5][C:6]1[CH:11]=[CH:10][C:9]([S:12](Cl)(=[O:14])=[O:13])=[CH:8][C:7]=1[N+:16]([O-:18])=[O:17].O. Product: [Cl:5][C:6]1[CH:11]=[CH:10][C:9]([S:12]([NH:4][O:2][CH3:3])(=[O:14])=[O:13])=[CH:8][C:7]=1[N+:16]([O-:18])=[O:17]. The catalyst class is: 17.